This data is from Forward reaction prediction with 1.9M reactions from USPTO patents (1976-2016). The task is: Predict the product of the given reaction. (1) Given the reactants C([C:3]1[CH:4]=[C:5](N(C(OC(C)(C)C)=O)N[C:3]2[CH:8]=[CH:7][CH:6]=[CH:5][CH:4]=2)[CH:6]=[CH:7][CH:8]=1)#N.[C:24]([C:26]1[CH:27]=[C:28]([NH:32][NH:33][C:34]([NH:36][C:37]2[CH:42]=[CH:41][C:40]([N:43]3[CH2:48][CH2:47][CH2:46][CH2:45][C:44]3=[O:49])=[C:39](C)[CH:38]=2)=[O:35])[CH:29]=[CH:30][CH:31]=1)#[N:25], predict the reaction product. The product is: [C:24]([C:26]1[CH:27]=[C:28]([NH:32][N:33]([C:3]2[CH:4]=[CH:5][CH:6]=[CH:7][CH:8]=2)[C:34]([NH:36][C:37]2[CH:38]=[CH:39][C:40]([N:43]3[CH2:48][CH2:47][CH2:46][CH2:45][C:44]3=[O:49])=[CH:41][CH:42]=2)=[O:35])[CH:29]=[CH:30][CH:31]=1)#[N:25]. (2) Given the reactants [ClH:1].[NH2:2][C@@H:3]1[C@@H:8]([OH:9])[C@H:7]([CH2:10][C:11]2[CH:16]=[C:15]([O:17][C@H:18]([CH2:23][O:24][CH3:25])[C:19]([F:22])([F:21])[F:20])[C:14]([N+:26]([O-])=O)=[C:13]([F:29])[CH:12]=2)[CH2:6][S@@:5](=[O:30])[CH2:4]1.[CH3:31][C:32]([CH3:42])([CH3:41])[CH2:33][C:34]1[O:38][N:37]=[C:36]([CH:39]=O)[CH:35]=1.Cl, predict the reaction product. The product is: [ClH:1].[ClH:1].[NH2:26][C:14]1[C:15]([O:17][C@H:18]([CH2:23][O:24][CH3:25])[C:19]([F:22])([F:20])[F:21])=[CH:16][C:11]([CH2:10][C@H:7]2[C@H:8]([OH:9])[C@@H:3]([NH:2][CH2:39][C:36]3[CH:35]=[C:34]([CH2:33][C:32]([CH3:42])([CH3:41])[CH3:31])[O:38][N:37]=3)[CH2:4][S@:5](=[O:30])[CH2:6]2)=[CH:12][C:13]=1[F:29]. (3) Given the reactants CC(S[C@@H:5]1[O:10][C@H:9]([CH2:11]O)[C@H:8](O)[C@H:7](O)[C@H:6]1O)C.O=[CH:17][C@@H:18]([C@@H]([C@H]([C@H](C)O)O)O)O, predict the reaction product. The product is: [CH:11]1[CH:17]=[CH:18][C:7]([CH2:6][CH2:5][OH:10])=[CH:8][CH:9]=1. (4) Given the reactants [CH3:1][C:2]1[N:3]=[CH:4][N:5]([C:7]2[CH:12]=[C:11]([O:13][C:14]3[CH:15]=[N:16][C:17]([N+:20]([O-])=O)=[CH:18][CH:19]=3)[CH:10]=[CH:9][N:8]=2)[CH:6]=1.C1COCC1, predict the reaction product. The product is: [CH3:1][C:2]1[N:3]=[CH:4][N:5]([C:7]2[CH:12]=[C:11]([O:13][C:14]3[CH:19]=[CH:18][C:17]([NH2:20])=[N:16][CH:15]=3)[CH:10]=[CH:9][N:8]=2)[CH:6]=1.